Predict the reactants needed to synthesize the given product. From a dataset of Full USPTO retrosynthesis dataset with 1.9M reactions from patents (1976-2016). (1) Given the product [CH2:3]([C@@H:2]([C:1]([N:8]1[C@@H:12]([CH2:13][C:14]2[CH:19]=[CH:18][CH:17]=[CH:16][CH:15]=2)[CH2:11][O:10][C:9]1=[O:20])=[O:7])[CH2:32][C:33]([O:35][CH3:36])=[O:34])[CH2:4][CH2:5][CH3:6], predict the reactants needed to synthesize it. The reactants are: [C:1]([N:8]1[C@@H:12]([CH2:13][C:14]2[CH:19]=[CH:18][CH:17]=[CH:16][CH:15]=2)[CH2:11][O:10][C:9]1=[O:20])(=[O:7])[CH2:2][CH2:3][CH2:4][CH2:5][CH3:6].C[Si]([N-][Si](C)(C)C)(C)C.[Na+].Br[CH2:32][C:33]([O:35][CH3:36])=[O:34]. (2) Given the product [N:22]1([CH2:21][CH2:20][N:18]([CH3:19])[C:16](=[O:17])[C:15]2[CH:36]=[CH:37][CH:38]=[C:13]([C:11]([NH:10][C:7]3[CH:8]=[CH:9][C:4]([N:3]([CH2:1][CH3:2])[CH2:58][CH3:59])=[CH:5][C:6]=3[C:39]3[CH:44]=[C:43]([C:45](=[O:57])[NH:46][C@@H:47]4[C:56]5[C:51](=[CH:52][CH:53]=[CH:54][CH:55]=5)[CH2:50][CH2:49][CH2:48]4)[CH:42]=[CH:41][N:40]=3)=[O:12])[CH:14]=2)[CH2:28][CH2:27][CH2:26][NH:25][CH2:24][CH2:23]1, predict the reactants needed to synthesize it. The reactants are: [CH2:1]([N:3]([CH2:58][CH3:59])[C:4]1[CH:9]=[CH:8][C:7]([NH:10][C:11]([C:13]2[CH:14]=[C:15]([CH:36]=[CH:37][CH:38]=2)[C:16]([N:18]([CH2:20][CH2:21][N:22]2[CH2:28][CH2:27][CH2:26][N:25](C(OC(C)(C)C)=O)[CH2:24][CH2:23]2)[CH3:19])=[O:17])=[O:12])=[C:6]([C:39]2[CH:44]=[C:43]([C:45](=[O:57])[NH:46][C@@H:47]3[C:56]4[C:51](=[CH:52][CH:53]=[CH:54][CH:55]=4)[CH2:50][CH2:49][CH2:48]3)[CH:42]=[CH:41][N:40]=2)[CH:5]=1)[CH3:2].Cl. (3) Given the product [F:1][C:2]([F:36])([F:35])[C:3]1[CH:4]=[C:5]([CH:28]=[C:29]([C:31]([F:34])([F:33])[F:32])[CH:30]=1)[CH2:6][N:7]1[CH2:14][CH2:13][CH2:12][O:11][C:10]2[N:15]=[C:16]([N:45]3[CH2:46][CH2:47][CH:42]([N:37]4[CH2:41][CH2:40][CH2:39][CH2:38]4)[CH2:43][CH2:44]3)[CH:17]=[C:18]([C:19]3[CH:24]=[CH:23][CH:22]=[CH:21][C:20]=3[CH3:25])[C:9]=2[C:8]1=[O:27], predict the reactants needed to synthesize it. The reactants are: [F:1][C:2]([F:36])([F:35])[C:3]1[CH:4]=[C:5]([CH:28]=[C:29]([C:31]([F:34])([F:33])[F:32])[CH:30]=1)[CH2:6][N:7]1[CH2:14][CH2:13][CH2:12][O:11][C:10]2[N:15]=[C:16](Cl)[CH:17]=[C:18]([C:19]3[CH:24]=[CH:23][CH:22]=[CH:21][C:20]=3[CH3:25])[C:9]=2[C:8]1=[O:27].[N:37]1([CH:42]2[CH2:47][CH2:46][NH:45][CH2:44][CH2:43]2)[CH2:41][CH2:40][CH2:39][CH2:38]1. (4) Given the product [Cl:12][C:11]1[C:6]2[N:7]([C:13]([C:14]3[CH:15]=[C:16]([CH:17]=[CH:18][CH:19]=3)[O:20][C:22]3[CH:23]=[C:24]([S:28]([N:31]([CH2:41][C:42]4[CH:47]=[CH:46][C:45]([O:48][CH3:49])=[CH:44][CH:43]=4)[CH2:32][C:33]4[CH:38]=[CH:37][C:36]([O:39][CH3:40])=[CH:35][CH:34]=4)(=[O:30])=[O:29])[CH:25]=[CH:26][CH:27]=3)=[C:4]([CH:1]([CH3:3])[CH3:2])[N:5]=2)[CH:8]=[CH:9][CH:10]=1, predict the reactants needed to synthesize it. The reactants are: [CH:1]([C:4]1[N:5]=[C:6]2[C:11]([Cl:12])=[CH:10][CH:9]=[CH:8][N:7]2[C:13]=1[C:14]1[CH:15]=[C:16]([OH:20])[CH:17]=[CH:18][CH:19]=1)([CH3:3])[CH3:2].Br[C:22]1[CH:23]=[C:24]([S:28]([N:31]([CH2:41][C:42]2[CH:47]=[CH:46][C:45]([O:48][CH3:49])=[CH:44][CH:43]=2)[CH2:32][C:33]2[CH:38]=[CH:37][C:36]([O:39][CH3:40])=[CH:35][CH:34]=2)(=[O:30])=[O:29])[CH:25]=[CH:26][CH:27]=1. (5) Given the product [NH:7]1[C:8]2[C:4](=[CH:3][C:2]([O:1][CH2:18][C:19]([O:21][CH3:22])=[O:20])=[CH:10][CH:9]=2)[CH:5]=[CH:6]1, predict the reactants needed to synthesize it. The reactants are: [OH:1][C:2]1[CH:3]=[C:4]2[C:8](=[CH:9][CH:10]=1)[NH:7][CH:6]=[CH:5]2.C(=O)([O-])[O-].[Cs+].[Cs+].Br[CH2:18][C:19]([O:21][CH2:22]C)=[O:20].O. (6) Given the product [CH3:25][O:24][C:7]1[CH:6]=[CH:5][C:4]2[N:3]=[C:2]([NH:26][C:27]3[CH:28]=[C:29]([C:33](=[O:35])[CH3:34])[CH:30]=[CH:31][CH:32]=3)[C:11]3=[N:12][NH:13][CH:14]=[C:10]3[C:9]=2[CH:8]=1, predict the reactants needed to synthesize it. The reactants are: Cl[C:2]1[C:11]2=[N:12][N:13](CC3C=CC(OC)=CC=3)[CH:14]=[C:10]2[C:9]2[CH:8]=[C:7]([O:24][CH3:25])[CH:6]=[CH:5][C:4]=2[N:3]=1.[NH2:26][C:27]1[CH:28]=[C:29]([C:33](=[O:35])[CH3:34])[CH:30]=[CH:31][CH:32]=1.Cl. (7) Given the product [O:25]1[CH2:30][CH2:29][CH:28]([C:2]2[C:3]([O:8][C:9]3[CH:14]=[CH:13][C:12]([NH:15][C:16]4[S:17][C:18]5[CH:24]=[CH:23][CH:22]=[CH:21][C:19]=5[N:20]=4)=[CH:11][CH:10]=3)=[N:4][CH:5]=[CH:6][N:7]=2)[CH2:27][CH2:26]1, predict the reactants needed to synthesize it. The reactants are: Cl[C:2]1[C:3]([O:8][C:9]2[CH:14]=[CH:13][C:12]([NH:15][C:16]3[S:17][C:18]4[CH:24]=[CH:23][CH:22]=[CH:21][C:19]=4[N:20]=3)=[CH:11][CH:10]=2)=[N:4][CH:5]=[CH:6][N:7]=1.[O:25]1[CH2:30][CH2:29][CH:28]([Mg]Br)[CH2:27][CH2:26]1.